This data is from Peptide-MHC class I binding affinity with 185,985 pairs from IEDB/IMGT. The task is: Regression. Given a peptide amino acid sequence and an MHC pseudo amino acid sequence, predict their binding affinity value. This is MHC class I binding data. (1) The peptide sequence is TIGEAFEW. The MHC is Mamu-A02 with pseudo-sequence Mamu-A02. The binding affinity (normalized) is 0.181. (2) The peptide sequence is THFQRKRRV. The MHC is HLA-B07:02 with pseudo-sequence HLA-B07:02. The binding affinity (normalized) is 0.0847. (3) The peptide sequence is DEQEFFYSQ. The MHC is HLA-A68:02 with pseudo-sequence HLA-A68:02. The binding affinity (normalized) is 0.0847. (4) The peptide sequence is RRMGGLRKY. The MHC is HLA-B18:01 with pseudo-sequence HLA-B18:01. The binding affinity (normalized) is 0.0847. (5) The peptide sequence is RVRLRYRSG. The MHC is HLA-A30:01 with pseudo-sequence HLA-A30:01. The binding affinity (normalized) is 0.765. (6) The peptide sequence is ATFSRPGSL. The MHC is HLA-B15:01 with pseudo-sequence HLA-B15:01. The binding affinity (normalized) is 0.252. (7) The peptide sequence is GIPHPAGLK. The MHC is HLA-B58:01 with pseudo-sequence HLA-B58:01. The binding affinity (normalized) is 0. (8) The peptide sequence is QQRPDLILV. The MHC is HLA-A30:01 with pseudo-sequence HLA-A30:01. The binding affinity (normalized) is 0.213. (9) The peptide sequence is AEFKYIAAV. The MHC is HLA-B42:01 with pseudo-sequence HLA-B42:01. The binding affinity (normalized) is 0. (10) The peptide sequence is TPSHYSGNI. The MHC is HLA-A02:12 with pseudo-sequence HLA-A02:12. The binding affinity (normalized) is 0.0847.